This data is from Full USPTO retrosynthesis dataset with 1.9M reactions from patents (1976-2016). The task is: Predict the reactants needed to synthesize the given product. (1) Given the product [Cl:21][C:13]1[C:14]2[C:9](=[CH:8][C:7]([NH:6][CH:1]3[CH2:5][CH2:4][CH2:3][CH2:2]3)=[C:16]([CH3:17])[CH:15]=2)[CH:10]=[CH:11][N:12]=1, predict the reactants needed to synthesize it. The reactants are: [CH:1]1([NH:6][C:7]2[CH:8]=[C:9]3[C:14](=[CH:15][C:16]=2[CH3:17])[C:13](=O)[NH:12][CH:11]=[CH:10]3)[CH2:5][CH2:4][CH2:3][CH2:2]1.P(Cl)(Cl)([Cl:21])=O. (2) Given the product [F:28][CH:25]1[CH2:26][CH2:27][N:22]([CH2:21][CH2:20][CH2:19][O:18][C:14]2[CH:13]=[C:12]3[C:17]([CH:8]([C:5]4[CH:6]=[N:7][C:2]([C:35]#[C:34][Si:31]([CH3:33])([CH3:32])[CH3:30])=[CH:3][CH:4]=4)[CH2:9][N:10]([CH3:29])[CH2:11]3)=[CH:16][CH:15]=2)[CH2:23][CH2:24]1, predict the reactants needed to synthesize it. The reactants are: Br[C:2]1[N:7]=[CH:6][C:5]([CH:8]2[C:17]3[C:12](=[CH:13][C:14]([O:18][CH2:19][CH2:20][CH2:21][N:22]4[CH2:27][CH2:26][CH:25]([F:28])[CH2:24][CH2:23]4)=[CH:15][CH:16]=3)[CH2:11][N:10]([CH3:29])[CH2:9]2)=[CH:4][CH:3]=1.[CH3:30][Si:31]([C:34]#[CH:35])([CH3:33])[CH3:32]. (3) Given the product [C:18]([O:17][C:15]([NH:1][CH:2]([C:6]1[CH:11]=[CH:10][CH:9]=[CH:8][C:7]=1[F:12])[C:3]([OH:5])=[O:4])=[O:16])([CH3:21])([CH3:20])[CH3:19], predict the reactants needed to synthesize it. The reactants are: [NH2:1][CH:2]([C:6]1[CH:11]=[CH:10][CH:9]=[CH:8][C:7]=1[F:12])[C:3]([OH:5])=[O:4].[OH-].[Na+].[C:15](O[C:15]([O:17][C:18]([CH3:21])([CH3:20])[CH3:19])=[O:16])([O:17][C:18]([CH3:21])([CH3:20])[CH3:19])=[O:16]. (4) Given the product [ClH:16].[NH2:2][CH2:1][C:3]1[CH:4]=[C:5]([CH:9]([CH3:15])[C:10]([O:12][CH2:13][CH3:14])=[O:11])[CH:6]=[CH:7][CH:8]=1, predict the reactants needed to synthesize it. The reactants are: [C:1]([C:3]1[CH:4]=[C:5]([CH:9]([CH3:15])[C:10]([O:12][CH2:13][CH3:14])=[O:11])[CH:6]=[CH:7][CH:8]=1)#[N:2].[ClH:16].NCC1C=C(C=C(OC)C=1)C(OC)=O.